This data is from Forward reaction prediction with 1.9M reactions from USPTO patents (1976-2016). The task is: Predict the product of the given reaction. (1) Given the reactants CC(C)([O-])C.[F:6][CH:7]([F:24])[O:8][C:9]1[CH:10]=[C:11]([N:15]2[CH2:20][CH2:19][N:18](C(O)=O)[CH2:17][CH2:16]2)[CH:12]=[CH:13][CH:14]=1.[ClH:25], predict the reaction product. The product is: [ClH:25].[F:24][CH:7]([F:6])[O:8][C:9]1[CH:10]=[C:11]([N:15]2[CH2:20][CH2:19][NH:18][CH2:17][CH2:16]2)[CH:12]=[CH:13][CH:14]=1. (2) Given the reactants [CH3:1][C:2]1[NH:3][C:4]2[C:9]([CH:10]=1)=[C:8]([C:11]([F:14])([F:13])[F:12])[C:7]([C:15]#[N:16])=[CH:6][CH:5]=2.Cl[CH2:18][CH2:19][CH2:20][OH:21], predict the reaction product. The product is: [OH:21][CH2:20][CH2:19][CH2:18][N:3]1[C:4]2[C:9](=[C:8]([C:11]([F:12])([F:14])[F:13])[C:7]([C:15]#[N:16])=[CH:6][CH:5]=2)[CH:10]=[C:2]1[CH3:1]. (3) Given the reactants Cl.[F:2][C:3]1[CH:8]=[CH:7][C:6]([C:9]2[N:10]=[C:11]([N:14]3[CH2:19][CH2:18][CH2:17][CH2:16][CH2:15]3)[S:12][CH:13]=2)=[CH:5][CH:4]=1.[OH-].[Na+], predict the reaction product. The product is: [F:2][C:3]1[CH:4]=[CH:5][C:6]([C:9]2[N:10]=[C:11]([N:14]3[CH2:19][CH2:18][CH2:17][CH2:16][CH2:15]3)[S:12][CH:13]=2)=[CH:7][CH:8]=1. (4) Given the reactants [OH:1][CH2:2][CH2:3][N:4]1[CH:9]=[CH:8][N:7]=[C:6]([NH:10][CH2:11][CH2:12][C:13]2C=N[CH:16]=[CH:17][CH:18]=2)[C:5]1=[O:19].[CH2:20]([N:22](CC)CC)C.[C:27]([O:30]C(=O)C)(=O)[CH3:28], predict the reaction product. The product is: [O:19]=[C:5]1[C:6]([NH:10][CH2:11][CH2:12][C:13]2[CH:18]=[CH:17][CH:16]=[CH:20][N:22]=2)=[N:7][CH:8]=[CH:9][N:4]1[CH2:3][CH2:2][O:1][C:27](=[O:30])[CH3:28]. (5) Given the reactants [C:1]([C:5]1[CH:10]=[CH:9][C:8]([N:11]2[C:15](=[O:16])[C:14]([CH3:18])([CH3:17])[N:13]([CH2:19][C:20]3[CH:25]=[CH:24][N:23]4[O:26][C:27](=S)[N:28]=[C:22]4[CH:21]=3)[C:12]2=[O:30])=[CH:7][CH:6]=1)([CH3:4])([CH3:3])[CH3:2].[CH2:31]1[N:36]([CH2:37][CH2:38][NH2:39])[CH2:35][CH2:34][O:33][CH2:32]1, predict the reaction product. The product is: [C:1]([C:5]1[CH:10]=[CH:9][C:8]([N:11]2[C:15](=[O:16])[C:14]([CH3:18])([CH3:17])[N:13]([CH2:19][C:20]3[CH:25]=[CH:24][N:23]=[C:22]([NH:28][C:27]([NH:39][CH2:38][CH2:37][N:36]4[CH2:31][CH2:32][O:33][CH2:34][CH2:35]4)=[O:26])[CH:21]=3)[C:12]2=[O:30])=[CH:7][CH:6]=1)([CH3:4])([CH3:3])[CH3:2]. (6) Given the reactants [NH2:1][C:2]1[C:3]([F:19])=[C:4]([NH:9][S:10]([C:13]2[N:14]=[CH:15][N:16]([CH3:18])[CH:17]=2)(=[O:12])=[O:11])[CH:5]=[CH:6][C:7]=1[F:8].F[C:21]1[C:26]([C:27]2[N:35]=[CH:34][N:33]=[C:32]3[C:28]=2[N:29]=[CH:30][N:31]3[CH:36]2[CH2:41][CH2:40][CH2:39][CH2:38][O:37]2)=[CH:25][CH:24]=[CH:23][N:22]=1, predict the reaction product. The product is: [F:19][C:3]1[C:2]([NH:1][C:21]2[C:26]([C:27]3[N:35]=[CH:34][N:33]=[C:32]4[C:28]=3[N:29]=[CH:30][N:31]4[CH:36]3[CH2:41][CH2:40][CH2:39][CH2:38][O:37]3)=[CH:25][CH:24]=[CH:23][N:22]=2)=[C:7]([F:8])[CH:6]=[CH:5][C:4]=1[NH:9][S:10]([C:13]1[N:14]=[CH:15][N:16]([CH3:18])[CH:17]=1)(=[O:12])=[O:11].